This data is from Peptide-MHC class I binding affinity with 185,985 pairs from IEDB/IMGT. The task is: Regression. Given a peptide amino acid sequence and an MHC pseudo amino acid sequence, predict their binding affinity value. This is MHC class I binding data. (1) The peptide sequence is KAVRLIKFLY. The MHC is HLA-A02:01 with pseudo-sequence HLA-A02:01. The binding affinity (normalized) is 0. (2) The peptide sequence is EDVWQLFET. The MHC is Mamu-A11 with pseudo-sequence Mamu-A11. The binding affinity (normalized) is 0.0875. (3) The peptide sequence is RKKLKPRWL. The MHC is HLA-B08:01 with pseudo-sequence HLA-B08:01. The binding affinity (normalized) is 0.0847. (4) The MHC is HLA-B35:01 with pseudo-sequence HLA-B35:01. The binding affinity (normalized) is 0.537. The peptide sequence is YPALMPLYA.